From a dataset of Forward reaction prediction with 1.9M reactions from USPTO patents (1976-2016). Predict the product of the given reaction. (1) Given the reactants [O:1]1[C:10]2[CH:9]=[C:8]([CH2:11][NH:12][C@H:13]3[CH2:17][N:16]([C:18]([O:20][C:21]([CH3:24])([CH3:23])[CH3:22])=[O:19])[C@H:15]([C:25]([O:27]C)=[O:26])[CH2:14]3)[N:7]=[CH:6][C:5]=2[O:4][CH2:3][CH2:2]1.[OH-].[Li+], predict the reaction product. The product is: [C:21]([O:20][C:18]([N:16]1[CH2:17][C@H:13]([NH:12][CH2:11][C:8]2[N:7]=[CH:6][C:5]3[O:4][CH2:3][CH2:2][O:1][C:10]=3[CH:9]=2)[CH2:14][C@H:15]1[C:25]([OH:27])=[O:26])=[O:19])([CH3:24])([CH3:22])[CH3:23]. (2) The product is: [Si:1]([O:8][C:9]1[CH:10]=[C:11]2[C:16](=[CH:17][CH:18]=1)[CH:15]=[C:14]([CH2:19][CH2:20][CH2:21][CH2:22][NH2:23])[CH:13]=[CH:12]2)([C:4]([CH3:7])([CH3:6])[CH3:5])([CH3:3])[CH3:2]. Given the reactants [Si:1]([O:8][C:9]1[CH:10]=[C:11]2[C:16](=[CH:17][CH:18]=1)[CH:15]=[C:14]([C:19]#[C:20][CH2:21][CH2:22][NH:23]C(=O)OCC1C=CC=CC=1)[CH:13]=[CH:12]2)([C:4]([CH3:7])([CH3:6])[CH3:5])([CH3:3])[CH3:2], predict the reaction product.